This data is from Forward reaction prediction with 1.9M reactions from USPTO patents (1976-2016). The task is: Predict the product of the given reaction. (1) Given the reactants [CH3:1][N:2]1[C:10](=[O:11])[C:9]2[C:4](=[CH:5][CH:6]=[CH:7][CH:8]=2)[CH:3]1[C:12]([O:14][CH2:15][C:16]1[CH:21]=[CH:20][CH:19]=[CH:18][CH:17]=1)=[O:13].[CH2:22]=[O:23].C1CCN2C(=NCCC2)CC1, predict the reaction product. The product is: [OH:23][CH2:22][C:3]1([C:12]([O:14][CH2:15][C:16]2[CH:21]=[CH:20][CH:19]=[CH:18][CH:17]=2)=[O:13])[C:4]2[C:9](=[CH:8][CH:7]=[CH:6][CH:5]=2)[C:10](=[O:11])[N:2]1[CH3:1]. (2) Given the reactants [O:1]1[CH2:6][CH2:5][N:4]([C:7]2[CH:8]=[C:9]([N:16]3[CH2:21][CH2:20][O:19][CH2:18][C:17]3=[O:22])[CH:10]=[C:11]([N+:13]([O-])=O)[CH:12]=2)[CH2:3][CH2:2]1, predict the reaction product. The product is: [NH2:13][C:11]1[CH:10]=[C:9]([N:16]2[CH2:21][CH2:20][O:19][CH2:18][C:17]2=[O:22])[CH:8]=[C:7]([N:4]2[CH2:5][CH2:6][O:1][CH2:2][CH2:3]2)[CH:12]=1.